The task is: Predict the reaction yield, written as a fraction of the theoretical maximum amount of product (1.0 means a 100% yield; for example, 0.34 means a 34% yield).. This data is from Reaction yield outcomes from USPTO patents with 853,638 reactions. (1) The reactants are [NH2:1][C:2]1[C:3]([NH:12][C@@H:13]([CH3:20])[CH2:14][CH2:15][C:16]([O:18][CH3:19])=[O:17])=[N:4][C:5]([NH:8][CH:9]([CH3:11])[CH3:10])=[N:6][CH:7]=1.Cl.N[C@H](C)/C=C/C(OC)=O. No catalyst specified. The product is [NH2:1][C:2]1[C:3]([NH:12][C@H:13]([CH3:20])[CH2:14][CH2:15][C:16]([O:18][CH3:19])=[O:17])=[N:4][C:5]([NH:8][CH:9]([CH3:10])[CH3:11])=[N:6][CH:7]=1. The yield is 0.750. (2) The reactants are [CH2:1]([N:3]([CH:46]1[CH2:51][CH2:50][O:49][CH2:48][CH2:47]1)[C:4]1[CH:5]=[C:6]([C:26]2[CH:27]=[CH:28][C:29]([N:32]3[CH2:37][CH2:36][CH:35]([NH:38]C(=O)OC(C)(C)C)[CH2:34][CH2:33]3)=[N:30][CH:31]=2)[CH:7]=[C:8]([C:11](=[O:25])[NH:12][CH2:13][C:14]2[C:15](=[O:24])[NH:16][C:17]([CH3:23])=[CH:18][C:19]=2[CH:20]([CH3:22])[CH3:21])[C:9]=1[CH3:10])[CH3:2].C(O)(C(F)(F)F)=O. The catalyst is C(Cl)Cl. The product is [NH2:38][CH:35]1[CH2:34][CH2:33][N:32]([C:29]2[N:30]=[CH:31][C:26]([C:6]3[CH:5]=[C:4]([N:3]([CH2:1][CH3:2])[CH:46]4[CH2:47][CH2:48][O:49][CH2:50][CH2:51]4)[C:9]([CH3:10])=[C:8]([CH:7]=3)[C:11]([NH:12][CH2:13][C:14]3[C:15](=[O:24])[NH:16][C:17]([CH3:23])=[CH:18][C:19]=3[CH:20]([CH3:22])[CH3:21])=[O:25])=[CH:27][CH:28]=2)[CH2:37][CH2:36]1. The yield is 0.981.